The task is: Predict the reactants needed to synthesize the given product.. This data is from Full USPTO retrosynthesis dataset with 1.9M reactions from patents (1976-2016). (1) The reactants are: [N:1]1[C:8]([Cl:9])=[N:7][C:5](Cl)=[N:4][C:2]=1[Cl:3].CC(C)=O.[CH3:14][NH2:15]. Given the product [Cl:9][C:8]1[N:1]=[C:2]([Cl:3])[N:4]=[C:5]([NH:15][CH3:14])[N:7]=1, predict the reactants needed to synthesize it. (2) Given the product [Cl:49][C:50]1[CH:61]=[CH:60][C:53]2[NH:54][C:55]([CH:57]([NH:59][C:5](=[O:7])[C:4]3[CH:8]=[CH:9][C:10]([C:11]([N:13]4[CH2:17][CH:16]=[CH:15][CH2:14]4)=[O:12])=[C:2]([CH3:1])[CH:3]=3)[CH3:58])=[N:56][C:52]=2[CH:51]=1, predict the reactants needed to synthesize it. The reactants are: [CH3:1][C:2]1[CH:3]=[C:4]([CH:8]=[CH:9][C:10]=1[C:11]([N:13]1[CH2:17][CH:16]=[CH:15][CH2:14]1)=[O:12])[C:5]([OH:7])=O.CN(C(ON1N=NC2C=CC=CC1=2)=[N+](C)C)C.[B-](F)(F)(F)F.C(N(C(C)C)CC)(C)C.[Cl:49][C:50]1[CH:61]=[CH:60][C:53]2[NH:54][C:55]([CH:57]([NH2:59])[CH3:58])=[N:56][C:52]=2[CH:51]=1. (3) Given the product [CH3:1][C:2]1[N:7]=[C:6]([C:8]2[C:9]([C:16]3[CH:25]=[C:24]4[C:19]([N:20]=[CH:21][C:22]([C:30]([NH2:28])=[O:31])=[N:23]4)=[CH:18][CH:17]=3)=[C:10]3[CH2:15][CH2:14][CH2:13][N:11]3[N:12]=2)[CH:5]=[CH:4][CH:3]=1, predict the reactants needed to synthesize it. The reactants are: [CH3:1][C:2]1[N:7]=[C:6]([C:8]2[C:9]([C:16]3[CH:25]=[C:24]4[C:19]([N:20]=[CH:21][C:22](=O)[NH:23]4)=[CH:18][CH:17]=3)=[C:10]3[CH2:15][CH2:14][CH2:13][N:11]3[N:12]=2)[CH:5]=[CH:4][CH:3]=1.C[N:28]([CH:30]=[O:31])C. (4) Given the product [CH3:1][O:2][C:3](=[O:19])[C:4]1[CH:9]=[CH:8][C:7]([CH2:10][Br:23])=[CH:6][C:5]=1[C:12]1[CH:17]=[CH:16][CH:15]=[CH:14][C:13]=1[CH3:18], predict the reactants needed to synthesize it. The reactants are: [CH3:1][O:2][C:3](=[O:19])[C:4]1[CH:9]=[CH:8][C:7]([CH2:10]O)=[CH:6][C:5]=1[C:12]1[CH:17]=[CH:16][CH:15]=[CH:14][C:13]=1[CH3:18].[Br-].[Li+].P(Br)(Br)[Br:23]. (5) Given the product [Cl:8][C:4]1[CH:5]=[CH:6][CH:7]=[C:2]([Cl:1])[C:3]=1[NH:9][C:10]1[S:11][C:12]2[N:13]=[C:14]([S:34]([CH3:38])(=[O:36])=[O:33])[N:15]=[C:16]([NH:19][C:20]3[CH:25]=[CH:24][C:23]([C:26]([F:29])([F:28])[F:27])=[CH:22][CH:21]=3)[C:17]=2[N:18]=1, predict the reactants needed to synthesize it. The reactants are: [Cl:1][C:2]1[CH:7]=[CH:6][CH:5]=[C:4]([Cl:8])[C:3]=1[NH:9][C:10]1[S:11][C:12]2[N:13]=[C:14](SC)[N:15]=[C:16]([NH:19][C:20]3[CH:25]=[CH:24][C:23]([C:26]([F:29])([F:28])[F:27])=[CH:22][CH:21]=3)[C:17]=2[N:18]=1.O[O:33][S:34]([O-:36])=O.[K+].[CH2:38]1COCC1. (6) Given the product [C:16]([C:13]1[CH:14]=[CH:15][C:10]([CH2:9][N:6]2[C:7]([CH3:8])=[C:2]([C:28]3[CH:27]=[CH:26][CH:25]=[C:24]([C:23]([F:34])([F:33])[F:22])[CH:29]=3)[C:3](=[O:21])[C:4]([C:18]([OH:20])=[O:19])=[CH:5]2)=[CH:11][CH:12]=1)#[N:17], predict the reactants needed to synthesize it. The reactants are: Br[C:2]1[C:3](=[O:21])[C:4]([C:18]([OH:20])=[O:19])=[CH:5][N:6]([CH2:9][C:10]2[CH:15]=[CH:14][C:13]([C:16]#[N:17])=[CH:12][CH:11]=2)[C:7]=1[CH3:8].[F:22][C:23]([F:34])([F:33])[C:24]1[CH:25]=[C:26](B(O)O)[CH:27]=[CH:28][CH:29]=1.C([O-])([O-])=O.[Cs+].[Cs+].